From a dataset of Full USPTO retrosynthesis dataset with 1.9M reactions from patents (1976-2016). Predict the reactants needed to synthesize the given product. (1) The reactants are: [CH2:1]([O:3][C:4]([C:6]1[CH:7]=[N:8][N:9]([C:12]2[CH:17]=[CH:16][N:15]=[CH:14][CH:13]=2)[C:10]=1[NH2:11])=[O:5])[CH3:2].CC1C=CC(S(O)(=O)=O)=CC=1.[CH2:29]([O:31][CH:32](OCC)OCC)[CH3:30]. Given the product [CH2:1]([O:3][C:4]([C:6]1[CH:7]=[N:8][N:9]([C:12]2[CH:17]=[CH:16][N:15]=[CH:14][CH:13]=2)[C:10]=1[N:11]=[CH:32][O:31][CH2:29][CH3:30])=[O:5])[CH3:2], predict the reactants needed to synthesize it. (2) The reactants are: [NH2:1][C:2]1[CH:7]=[CH:6][C:5]([CH:8]2[C:17]([CH3:19])([CH3:18])[CH2:16][C:15]3[C:10](=[CH:11][CH:12]=[C:13]([C:20]([O:22][CH3:23])=[O:21])[CH:14]=3)[NH:9]2)=[CH:4][CH:3]=1.[C:24]1([C:30](O)=[O:31])[CH2:29][CH2:28][CH2:27][CH2:26][CH:25]=1.C(N(CC)C(C)C)(C)C.P(Cl)(Cl)(Cl)=O. Given the product [C:24]1([C:30]([NH:1][C:2]2[CH:3]=[CH:4][C:5]([CH:8]3[C:17]([CH3:18])([CH3:19])[CH2:16][C:15]4[C:10](=[CH:11][CH:12]=[C:13]([C:20]([O:22][CH3:23])=[O:21])[CH:14]=4)[NH:9]3)=[CH:6][CH:7]=2)=[O:31])[CH2:29][CH2:28][CH2:27][CH2:26][CH:25]=1, predict the reactants needed to synthesize it. (3) Given the product [F:29][C:30]1[CH:35]=[CH:34][C:33]([CH2:36][C:37]([NH:1][C@H:2]([C:23]2[CH:24]=[CH:25][CH:26]=[CH:27][CH:28]=2)[CH2:3][CH2:4][N:5]2[CH2:10][CH2:9][CH:8]([C:11]3[CH:12]=[C:13]([NH:17][C:18](=[O:22])[CH:19]([CH3:21])[CH3:20])[CH:14]=[CH:15][CH:16]=3)[CH2:7][CH2:6]2)=[O:38])=[CH:32][CH:31]=1, predict the reactants needed to synthesize it. The reactants are: [NH2:1][C@H:2]([C:23]1[CH:28]=[CH:27][CH:26]=[CH:25][CH:24]=1)[CH2:3][CH2:4][N:5]1[CH2:10][CH2:9][CH:8]([C:11]2[CH:12]=[C:13]([NH:17][C:18](=[O:22])[CH:19]([CH3:21])[CH3:20])[CH:14]=[CH:15][CH:16]=2)[CH2:7][CH2:6]1.[F:29][C:30]1[CH:35]=[CH:34][C:33]([CH2:36][C:37](Cl)=[O:38])=[CH:32][CH:31]=1. (4) Given the product [CH3:34][O:35][CH2:36][C@@H:5]([NH:6][C:7](=[O:13])[O:8][C:9]([CH3:12])([CH3:11])[CH3:10])[C:4]1[CH:3]=[CH:2][CH:16]=[C:15]([B:17]2[O:21][C:20]([CH3:23])([CH3:22])[C:19]([CH3:25])([CH3:24])[O:18]2)[CH:14]=1, predict the reactants needed to synthesize it. The reactants are: F[C:2]1[CH:3]=[C:4]([CH:14]=[C:15]([B:17]2[O:21][C:20]([CH3:23])([CH3:22])[C:19]([CH3:25])([CH3:24])[O:18]2)[CH:16]=1)[CH2:5][NH:6][C:7](=[O:13])[O:8][C:9]([CH3:12])([CH3:11])[CH3:10].BrC1C=C([C@H](NC(=O)OC(C)(C)C)[CH2:34][O:35][CH3:36])C=CC=1. (5) The reactants are: [CH2:1]([O:3][C:4](=[O:16])[C:5]([C:14]#[N:15])=[CH:6][C:7]1[CH:12]=[CH:11][C:10]([Br:13])=[CH:9][CH:8]=1)[CH3:2].[Cl:17][C:18]1[CH:23]=[CH:22][C:21]([Mg]Br)=[CH:20][CH:19]=1.Cl. Given the product [CH2:1]([O:3][C:4](=[O:16])[CH:5]([C:14]#[N:15])[CH:6]([C:7]1[CH:8]=[CH:9][C:10]([Br:13])=[CH:11][CH:12]=1)[C:21]1[CH:22]=[CH:23][C:18]([Cl:17])=[CH:19][CH:20]=1)[CH3:2], predict the reactants needed to synthesize it. (6) Given the product [CH2:17]([O:1][C:2]1[CH:11]=[CH:10][C:9]([N+:12]([O-:14])=[O:13])=[CH:8][C:3]=1[C:4]([O:6][CH3:7])=[O:5])[C:18]1[CH:23]=[CH:22][CH:21]=[CH:20][CH:19]=1, predict the reactants needed to synthesize it. The reactants are: [OH:1][C:2]1[CH:11]=[CH:10][C:9]([N+:12]([O-:14])=[O:13])=[CH:8][C:3]=1[C:4]([O:6][CH3:7])=[O:5].[H-].[Na+].[CH2:17](Br)[C:18]1[CH:23]=[CH:22][CH:21]=[CH:20][CH:19]=1.[Cl-].[NH4+]. (7) Given the product [CH3:32][O:33][CH2:34][CH2:35][O:36][CH2:37][CH2:38][NH:39][C:28]([C:25]1[CH2:24][CH2:23][NH:22][C:21]2[N:20]=[CH:19][N:18]=[C:17]([NH:16][C:4]3[CH:5]=[CH:6][C:7]([O:8][C:9]4[CH:10]=[N:11][C:12]([CH3:15])=[CH:13][CH:14]=4)=[C:2]([CH3:1])[CH:3]=3)[C:27]=2[CH:26]=1)=[O:29], predict the reactants needed to synthesize it. The reactants are: [CH3:1][C:2]1[CH:3]=[C:4]([NH:16][C:17]2[C:27]3[CH:26]=[C:25]([C:28](O)=[O:29])[CH2:24][CH2:23][NH:22][C:21]=3[N:20]=[CH:19][N:18]=2)[CH:5]=[CH:6][C:7]=1[O:8][C:9]1[CH:10]=[N:11][C:12]([CH3:15])=[CH:13][CH:14]=1.Cl.[CH3:32][O:33][CH2:34][CH2:35][O:36][CH2:37][CH2:38][NH2:39].ON1C2C=CC=CC=2N=N1.Cl.C(N=C=NCCCN(C)C)C. (8) The reactants are: [OH:1][CH:2]1[CH2:7][CH2:6][CH2:5][CH2:4][CH:3]1[NH:8][C:9](=[O:18])[O:10][CH2:11][C:12]1[CH:17]=[CH:16][CH:15]=[CH:14][CH:13]=1.CC(C)=O.OS(O)(=O)=O.O=[Cr](=O)=O. Given the product [O:1]=[C:2]1[CH2:7][CH2:6][CH2:5][CH2:4][CH:3]1[NH:8][C:9](=[O:18])[O:10][CH2:11][C:12]1[CH:13]=[CH:14][CH:15]=[CH:16][CH:17]=1, predict the reactants needed to synthesize it. (9) Given the product [Cl:1][C:2]1[CH:3]=[C:4]2[C:9](=[CH:10][CH:11]=1)[NH:8][C:7](=[O:12])[C:6]([CH2:13][NH:15][C:16]1[CH:23]=[CH:22][C:19]([C:20]#[N:21])=[CH:18][CH:17]=1)=[CH:5]2, predict the reactants needed to synthesize it. The reactants are: [Cl:1][C:2]1[CH:3]=[C:4]2[C:9](=[CH:10][CH:11]=1)[NH:8][C:7](=[O:12])[C:6]([CH:13]=O)=[CH:5]2.[NH2:15][C:16]1[CH:23]=[CH:22][C:19]([C:20]#[N:21])=[CH:18][CH:17]=1.CC(N(C)C)=O.C(O[BH-](OC(=O)C)OC(=O)C)(=O)C.[Na+].